This data is from Forward reaction prediction with 1.9M reactions from USPTO patents (1976-2016). The task is: Predict the product of the given reaction. (1) The product is: [CH3:45][O:44][C:42](=[O:43])[C:41]1[CH:46]=[CH:47][C:48]([NH2:49])=[C:39]([NH:38][C:13](=[O:15])[CH2:12][CH2:11][CH2:10][CH2:9][NH:8][C:6]([O:5][C:1]([CH3:2])([CH3:3])[CH3:4])=[O:7])[CH:40]=1. Given the reactants [C:1]([O:5][C:6]([NH:8][CH2:9][CH2:10][CH2:11][CH2:12][C:13]([OH:15])=O)=[O:7])([CH3:4])([CH3:3])[CH3:2].CCN=C=NCCCN(C)C.Cl.C1C=CC2N(O)N=NC=2C=1.[NH2:38][C:39]1[CH:40]=[C:41]([CH:46]=[CH:47][C:48]=1[NH2:49])[C:42]([O:44][CH3:45])=[O:43], predict the reaction product. (2) Given the reactants [CH2:1]([O:3][C:4]([C:6]1[CH:50]=[CH:49][C:9]2[N:10]([CH:43]3[CH2:48][CH2:47][CH2:46][CH2:45][CH2:44]3)[C:11]([C:13]3[CH:14]=[C:15]4[C:20](=[CH:21][CH:22]=3)[N:19]=[C:18]([C:23]3[C:28]([C:29]5[CH:34]=[CH:33][C:32](F)=[CH:31][CH:30]=5)=[CH:27][CH:26]=[C:25]([C:36]([N:38]5[CH2:42][CH2:41][CH2:40][CH2:39]5)=[O:37])[CH:24]=3)[CH:17]=[CH:16]4)=[N:12][C:8]=2[CH:7]=1)=[O:5])[CH3:2].[CH3:51][O:52]C1C=CC(B(O)O)=CC=1, predict the reaction product. The product is: [CH2:1]([O:3][C:4]([C:6]1[CH:50]=[CH:49][C:9]2[N:10]([CH:43]3[CH2:48][CH2:47][CH2:46][CH2:45][CH2:44]3)[C:11]([C:13]3[CH:14]=[C:15]4[C:20](=[CH:21][CH:22]=3)[N:19]=[C:18]([C:23]3[C:28]([C:29]5[CH:34]=[CH:33][C:32]([O:52][CH3:51])=[CH:31][CH:30]=5)=[CH:27][CH:26]=[C:25]([C:36]([N:38]5[CH2:42][CH2:41][CH2:40][CH2:39]5)=[O:37])[CH:24]=3)[CH:17]=[CH:16]4)=[N:12][C:8]=2[CH:7]=1)=[O:5])[CH3:2].